This data is from Forward reaction prediction with 1.9M reactions from USPTO patents (1976-2016). The task is: Predict the product of the given reaction. (1) Given the reactants C([NH:8][CH2:9][C:10]1[CH:15]=[CH:14][C:13]([O:16][C:17]2[CH:22]=[CH:21][C:20]([F:23])=[CH:19][C:18]=2[F:24])=[C:12]([C:25]2[C:33]3[C:28](=[C:29]([O:34][CH3:35])[N:30]=[CH:31][CH:32]=3)[N:27]([CH3:36])[CH:26]=2)[CH:11]=1)C1C=CC=CC=1, predict the reaction product. The product is: [F:24][C:18]1[CH:19]=[C:20]([F:23])[CH:21]=[CH:22][C:17]=1[O:16][C:13]1[CH:14]=[CH:15][C:10]([CH2:9][NH2:8])=[CH:11][C:12]=1[C:25]1[C:33]2[C:28](=[C:29]([O:34][CH3:35])[N:30]=[CH:31][CH:32]=2)[N:27]([CH3:36])[CH:26]=1. (2) Given the reactants [CH3:1][N:2]1[CH2:7][CH2:6][N:5]([CH2:8][C:9]2[N:13]3[CH:14]=[C:15]([O:18][C@H:19]4[C:28]5[C:23](=[CH:24][CH:25]=[CH:26][CH:27]=5)[C@@H:22]([NH2:29])[CH2:21][CH2:20]4)[CH:16]=[CH:17][C:12]3=[N:11][N:10]=2)[CH2:4][CH:3]1[CH2:30][O:31][Si:32]([CH:39]([CH3:41])[CH3:40])([CH:36]([CH3:38])[CH3:37])[CH:33]([CH3:35])[CH3:34].ClC(Cl)(Cl)C[O:45][C:46](=O)[NH:47][C:48]1[N:49]([C:57]2[CH:62]=[CH:61][C:60]([CH3:63])=[CH:59][CH:58]=2)[N:50]=[C:51]([C:53]([CH3:56])([CH3:55])[CH3:54])[CH:52]=1.CCN(C(C)C)C(C)C, predict the reaction product. The product is: [C:53]([C:51]1[CH:52]=[C:48]([NH:47][C:46]([NH:29][C@@H:22]2[C:23]3[C:28](=[CH:27][CH:26]=[CH:25][CH:24]=3)[C@H:19]([O:18][C:15]3[CH:16]=[CH:17][C:12]4[N:13]([C:9]([CH2:8][N:5]5[CH2:6][CH2:7][N:2]([CH3:1])[CH:3]([CH2:30][O:31][Si:32]([CH:33]([CH3:35])[CH3:34])([CH:39]([CH3:41])[CH3:40])[CH:36]([CH3:38])[CH3:37])[CH2:4]5)=[N:10][N:11]=4)[CH:14]=3)[CH2:20][CH2:21]2)=[O:45])[N:49]([C:57]2[CH:62]=[CH:61][C:60]([CH3:63])=[CH:59][CH:58]=2)[N:50]=1)([CH3:56])([CH3:54])[CH3:55]. (3) Given the reactants Br[C:2]1[CH:7]=[CH:6][N:5]2[C:8](=[O:15])[N:9]([CH2:11][CH:12]([CH3:14])[CH3:13])[N:10]=[C:4]2[C:3]=1[C:16]1[CH:21]=[CH:20][C:19]([Cl:22])=[CH:18][CH:17]=1.[Cl:23][C:24]1[CH:29]=[C:28]([Cl:30])[CH:27]=[CH:26][C:25]=1B(O)O.C([O-])([O-])=O.[K+].[K+], predict the reaction product. The product is: [Cl:22][C:19]1[CH:20]=[CH:21][C:16]([C:3]2[C:4]3[N:5]([C:8](=[O:15])[N:9]([CH2:11][CH:12]([CH3:14])[CH3:13])[N:10]=3)[CH:6]=[CH:7][C:2]=2[C:27]2[CH:26]=[CH:25][C:24]([Cl:23])=[CH:29][C:28]=2[Cl:30])=[CH:17][CH:18]=1. (4) Given the reactants [C:1]([O:5][C:6]([N:8]1[CH2:13][CH2:12][CH:11]([CH2:14][NH:15][C:16]([NH:18][C:19]2[CH:24]=[CH:23][CH:22]=[CH:21][C:20]=2[CH2:25][C:26](=[O:28])[NH2:27])=S)[CH2:10][CH2:9]1)=[O:7])([CH3:4])([CH3:3])[CH3:2].C1(N=C=NC2CCCCC2)CCCCC1, predict the reaction product. The product is: [C:1]([O:5][C:6]([N:8]1[CH2:13][CH2:12][CH:11]([CH2:14][NH:15][C:16]2[NH:18][C:19]3[CH:24]=[CH:23][CH:22]=[CH:21][C:20]=3[CH2:25][C:26](=[O:28])[N:27]=2)[CH2:10][CH2:9]1)=[O:7])([CH3:4])([CH3:3])[CH3:2]. (5) Given the reactants Cl[CH2:2]Cl.[NH2:4][C:5]1[CH:10]=[CH:9][CH:8]=[CH:7][CH:6]=1.[C:11]1(C)[CH:16]=[CH:15][C:14]([C:17](Cl)=[O:18])=[CH:13][CH:12]=1, predict the reaction product. The product is: [CH3:2][C:8]1[CH:9]=[CH:10][C:5]([NH:4][C:17](=[O:18])[C:14]2[CH:15]=[CH:16][CH:11]=[CH:12][CH:13]=2)=[CH:6][CH:7]=1.